Predict the product of the given reaction. From a dataset of Forward reaction prediction with 1.9M reactions from USPTO patents (1976-2016). (1) Given the reactants [NH2:1][C:2]1[CH:3]=[C:4]2[C:9](=[CH:10][CH:11]=1)[C:8](=[O:12])[NH:7][CH:6]=[CH:5]2.[CH2:13]([N:20]=[C:21]=[O:22])[C:14]1[CH:19]=[CH:18][CH:17]=[CH:16][CH:15]=1, predict the reaction product. The product is: [CH2:13]([NH:20][C:21]([NH:1][C:2]1[CH:3]=[C:4]2[C:9](=[CH:10][CH:11]=1)[C:8](=[O:12])[NH:7][CH:6]=[CH:5]2)=[O:22])[C:14]1[CH:19]=[CH:18][CH:17]=[CH:16][CH:15]=1. (2) Given the reactants [CH:1]([Mg]Cl)([CH3:3])[CH3:2].[F:6][C:7]([F:14])([F:13])[C:8]([O:10][CH2:11][CH3:12])=O.ClCC(Cl)=[O:18].[ClH:20], predict the reaction product. The product is: [Cl:20][CH2:12][C:11]([O:10][CH:8]([CH:1]([CH3:3])[CH3:2])[C:7]([F:14])([F:13])[F:6])=[O:18]. (3) Given the reactants [CH3:1][O:2][C:3]1[CH:8]=[CH:7][C:6](B(O)O)=[CH:5][N:4]=1.[Cl:12][C:13]1[CH:18]=[C:17](Cl)[N:16]=[C:15]([S:20][CH3:21])[N:14]=1.C([O-])([O-])=O.[Cs+].[Cs+], predict the reaction product. The product is: [Cl:12][C:13]1[CH:18]=[C:17]([C:6]2[CH:5]=[N:4][C:3]([O:2][CH3:1])=[CH:8][CH:7]=2)[N:16]=[C:15]([S:20][CH3:21])[N:14]=1. (4) Given the reactants [F:8][C:7]([F:10])([F:9])[C:6](O[C:6](=[O:11])[C:7]([F:10])([F:9])[F:8])=[O:11].Cl.[O:15]=[S:16]1(=[O:38])[C:21]2[CH:22]=[C:23]([O:26][C:27]3[CH:32]=[CH:31][C:30]([CH2:33][NH2:34])=[CH:29][CH:28]=3)[CH:24]=[CH:25][C:20]=2[N:19]2[CH2:35][CH2:36][CH2:37][CH:18]2[NH:17]1, predict the reaction product. The product is: [O:38]=[S:16]1(=[O:15])[C:21]2[CH:22]=[C:23]([O:26][C:27]3[CH:32]=[CH:31][C:30]([CH2:33][NH:34][C:6](=[O:11])[C:7]([F:8])([F:9])[F:10])=[CH:29][CH:28]=3)[CH:24]=[CH:25][C:20]=2[N:19]2[CH2:35][CH2:36][CH2:37][CH:18]2[NH:17]1. (5) Given the reactants [F:1][C:2]([C:5]1[O:9][C:8]([CH2:10][N:11]2[N:15]=[C:14]([NH2:16])[CH:13]=[N:12]2)=[CH:7][CH:6]=1)([F:4])[CH3:3].[C:17]1([C:23]2[O:27][CH:26]=[N:25][C:24]=2[C:28](O)=[O:29])[CH:22]=[CH:21][CH:20]=[CH:19][CH:18]=1, predict the reaction product. The product is: [F:4][C:2]([C:5]1[O:9][C:8]([CH2:10][N:11]2[N:15]=[C:14]([NH:16][C:28]([C:24]3[N:25]=[CH:26][O:27][C:23]=3[C:17]3[CH:18]=[CH:19][CH:20]=[CH:21][CH:22]=3)=[O:29])[CH:13]=[N:12]2)=[CH:7][CH:6]=1)([F:1])[CH3:3]. (6) The product is: [N:24]1([CH2:2][CH2:3][CH2:4][O:5][C:6]2[CH:11]=[CH:10][C:9]([NH:12][CH:13]=[C:14]3[C:22]4[C:17](=[CH:18][CH:19]=[CH:20][CH:21]=4)[NH:16][C:15]3=[O:23])=[CH:8][CH:7]=2)[CH2:29][CH2:28][O:27][CH2:26][CH2:25]1. Given the reactants I[CH2:2][CH2:3][CH2:4][O:5][C:6]1[CH:11]=[CH:10][C:9]([NH:12][CH:13]=[C:14]2[C:22]3[C:17](=[CH:18][CH:19]=[CH:20][CH:21]=3)[NH:16][C:15]2=[O:23])=[CH:8][CH:7]=1.[NH:24]1[CH2:29][CH2:28][O:27][CH2:26][CH2:25]1, predict the reaction product. (7) Given the reactants [NH:1]1[CH2:4][CH2:3][C@H:2]1[C:5]([NH:7][CH2:8][C:9]1[CH:23]=[C:22]([Cl:24])[CH:21]=[CH:20][C:10]=1[CH2:11][NH:12][C:13](=[O:19])[O:14][C:15]([CH3:18])([CH3:17])[CH3:16])=[O:6].[OH:25][C:26]1([C:35](O)=[O:36])[C:34]2[C:29](=[N:30][CH:31]=[CH:32][CH:33]=2)[CH2:28][CH2:27]1.C(Cl)CCl.C1C=CC2N(O)N=NC=2C=1, predict the reaction product. The product is: [C:15]([O:14][C:13](=[O:19])[NH:12][CH2:11][C:10]1[CH:20]=[CH:21][C:22]([Cl:24])=[CH:23][C:9]=1[CH2:8][NH:7][C:5]([C@@H:2]1[CH2:3][CH2:4][N:1]1[C:35]([C:26]1([OH:25])[C:34]2[C:29](=[N:30][CH:31]=[CH:32][CH:33]=2)[CH2:28][CH2:27]1)=[O:36])=[O:6])([CH3:18])([CH3:17])[CH3:16].